This data is from CYP2C9 inhibition data for predicting drug metabolism from PubChem BioAssay. The task is: Regression/Classification. Given a drug SMILES string, predict its absorption, distribution, metabolism, or excretion properties. Task type varies by dataset: regression for continuous measurements (e.g., permeability, clearance, half-life) or binary classification for categorical outcomes (e.g., BBB penetration, CYP inhibition). Dataset: cyp2c9_veith. (1) The drug is O=C1CC(SC(=Nc2ccccc2)Nc2ccccc2)C(=O)N1c1cccc(Cl)c1. The result is 1 (inhibitor). (2) The drug is O=C(Nc1ccc(-c2cn3ccccc3n2)cc1)c1cc(Br)ccc1O. The result is 0 (non-inhibitor).